Task: Regression. Given two drug SMILES strings and cell line genomic features, predict the synergy score measuring deviation from expected non-interaction effect.. Dataset: NCI-60 drug combinations with 297,098 pairs across 59 cell lines (1) Drug 1: CC1CCC2CC(C(=CC=CC=CC(CC(C(=O)C(C(C(=CC(C(=O)CC(OC(=O)C3CCCCN3C(=O)C(=O)C1(O2)O)C(C)CC4CCC(C(C4)OC)OCCO)C)C)O)OC)C)C)C)OC. Drug 2: CN(C(=O)NC(C=O)C(C(C(CO)O)O)O)N=O. Cell line: HOP-62. Synergy scores: CSS=19.3, Synergy_ZIP=-2.09, Synergy_Bliss=0.407, Synergy_Loewe=-26.0, Synergy_HSA=-5.81. (2) Synergy scores: CSS=5.29, Synergy_ZIP=3.23, Synergy_Bliss=-1.22, Synergy_Loewe=-0.638, Synergy_HSA=-3.03. Drug 2: C(CC(=O)O)C(=O)CN.Cl. Drug 1: CC1=C(C=C(C=C1)C(=O)NC2=CC(=CC(=C2)C(F)(F)F)N3C=C(N=C3)C)NC4=NC=CC(=N4)C5=CN=CC=C5. Cell line: LOX IMVI. (3) Drug 1: C1CCC(C(C1)N)N.C(=O)(C(=O)[O-])[O-].[Pt+4]. Drug 2: COCCOC1=C(C=C2C(=C1)C(=NC=N2)NC3=CC=CC(=C3)C#C)OCCOC.Cl. Cell line: SK-MEL-2. Synergy scores: CSS=7.78, Synergy_ZIP=11.7, Synergy_Bliss=16.6, Synergy_Loewe=8.69, Synergy_HSA=9.88. (4) Drug 1: C1=CC(=CC=C1C#N)C(C2=CC=C(C=C2)C#N)N3C=NC=N3. Drug 2: C1=NC2=C(N=C(N=C2N1C3C(C(C(O3)CO)O)F)Cl)N. Cell line: LOX IMVI. Synergy scores: CSS=-5.75, Synergy_ZIP=3.00, Synergy_Bliss=1.11, Synergy_Loewe=-3.73, Synergy_HSA=-3.85. (5) Drug 1: C1CN1C2=NC(=NC(=N2)N3CC3)N4CC4. Drug 2: B(C(CC(C)C)NC(=O)C(CC1=CC=CC=C1)NC(=O)C2=NC=CN=C2)(O)O. Cell line: CAKI-1. Synergy scores: CSS=46.2, Synergy_ZIP=-1.94, Synergy_Bliss=-1.90, Synergy_Loewe=-1.86, Synergy_HSA=0.268. (6) Drug 1: C1CC(C1)(C(=O)O)C(=O)O.[NH2-].[NH2-].[Pt+2]. Drug 2: C1=NC2=C(N=C(N=C2N1C3C(C(C(O3)CO)O)F)Cl)N. Cell line: UACC62. Synergy scores: CSS=2.03, Synergy_ZIP=-0.701, Synergy_Bliss=-0.262, Synergy_Loewe=0.222, Synergy_HSA=-0.625. (7) Drug 2: CC1CCC2CC(C(=CC=CC=CC(CC(C(=O)C(C(C(=CC(C(=O)CC(OC(=O)C3CCCCN3C(=O)C(=O)C1(O2)O)C(C)CC4CCC(C(C4)OC)O)C)C)O)OC)C)C)C)OC. Drug 1: CN(C)C1=NC(=NC(=N1)N(C)C)N(C)C. Synergy scores: CSS=28.4, Synergy_ZIP=-2.88, Synergy_Bliss=-6.02, Synergy_Loewe=-11.1, Synergy_HSA=-4.52. Cell line: SR.